This data is from TCR-epitope binding with 47,182 pairs between 192 epitopes and 23,139 TCRs. The task is: Binary Classification. Given a T-cell receptor sequence (or CDR3 region) and an epitope sequence, predict whether binding occurs between them. (1) The epitope is YLQPRTFLL. The TCR CDR3 sequence is CSARDPPRVNTGELFF. Result: 1 (the TCR binds to the epitope). (2) The epitope is RLQSLQTYV. The TCR CDR3 sequence is CSVGNEAFF. Result: 0 (the TCR does not bind to the epitope).